From a dataset of Reaction yield outcomes from USPTO patents with 853,638 reactions. Predict the reaction yield, written as a fraction of the theoretical maximum amount of product (1.0 means a 100% yield; for example, 0.34 means a 34% yield). (1) The reactants are Br[CH2:2][C:3]1[CH:4]=[C:5]([CH:10]=[CH:11][CH:12]=1)[C:6]([O:8][CH3:9])=[O:7].[Br:13][C:14]1[CH:15]=[C:16]([C:20]2([CH3:27])[NH:24][C:23](=[O:25])[NH:22][C:21]2=[O:26])[CH:17]=[CH:18][CH:19]=1.C(=O)([O-])[O-].[K+].[K+]. The catalyst is CN(C=O)C. The product is [CH3:9][O:8][C:6](=[O:7])[C:5]1[CH:10]=[CH:11][CH:12]=[C:3]([CH2:2][N:22]2[C:21](=[O:26])[C:20]([C:16]3[CH:17]=[CH:18][CH:19]=[C:14]([Br:13])[CH:15]=3)([CH3:27])[NH:24][C:23]2=[O:25])[CH:4]=1. The yield is 1.00. (2) The reactants are [O:1]1[C:3]2([CH2:8][CH2:7][O:6][CH2:5][CH2:4]2)[CH2:2]1.[NH4+:9].[OH-]. The catalyst is CO. The product is [NH2:9][CH2:2][C:3]1([OH:1])[CH2:8][CH2:7][O:6][CH2:5][CH2:4]1. The yield is 0.410. (3) The reactants are [Cl:1][C:2]1[CH:7]=[CH:6][C:5]([S:8]([NH:11][C@H:12]([C:15]2[CH:20]=[CH:19][CH:18]=[CH:17][CH:16]=2)[CH2:13][CH3:14])(=[O:10])=[O:9])=[CH:4][CH:3]=1.[CH3:21][S:22][C:23]1[CH:30]=[CH:29][C:26]([CH2:27]O)=[CH:25][CH:24]=1. No catalyst specified. The product is [Cl:1][C:2]1[CH:7]=[CH:6][C:5]([S:8]([N:11]([CH2:27][C:26]2[CH:29]=[CH:30][C:23]([S:22][CH3:21])=[CH:24][CH:25]=2)[C@H:12]([C:15]2[CH:16]=[CH:17][CH:18]=[CH:19][CH:20]=2)[CH2:13][CH3:14])(=[O:10])=[O:9])=[CH:4][CH:3]=1. The yield is 0.722.